Task: Predict the reaction yield, written as a fraction of the theoretical maximum amount of product (1.0 means a 100% yield; for example, 0.34 means a 34% yield).. Dataset: Reaction yield outcomes from USPTO patents with 853,638 reactions (1) The reactants are [H-].[Na+].[NH:3]1[C:13]2[C:8](=[CH:9][CH:10]=[CH:11][CH:12]=2)[C:6](=[O:7])[C:4]1=[O:5].[CH:14](Br)([C:21]1[CH:26]=[CH:25][CH:24]=[CH:23][CH:22]=1)[C:15]1[CH:20]=[CH:19][CH:18]=[CH:17][CH:16]=1.O. The catalyst is CN(C)C=O. The product is [C:15]1([CH:14]([C:21]2[CH:22]=[CH:23][CH:24]=[CH:25][CH:26]=2)[N:3]2[C:13]3[C:8](=[CH:9][CH:10]=[CH:11][CH:12]=3)[C:6](=[O:7])[C:4]2=[O:5])[CH:20]=[CH:19][CH:18]=[CH:17][CH:16]=1. The yield is 0.770. (2) The reactants are [H-].[Na+].[Br:3][C:4]1[N:8]([CH3:9])[C:7]([CH2:10][OH:11])=[N:6][CH:5]=1.I[CH3:13]. The catalyst is C1COCC1.CCOC(C)=O. The product is [Br:3][C:4]1[N:8]([CH3:9])[C:7]([CH2:10][O:11][CH3:13])=[N:6][CH:5]=1. The yield is 0.250. (3) The reactants are S(=O)(=O)(O)[OH:2].ON=[CH:8][C:9]([NH:11][C:12]1[CH:17]=[CH:16][CH:15]=[CH:14][C:13]=1[CH3:18])=[O:10]. The product is [CH3:18][C:13]1[CH:14]=[CH:15][CH:16]=[C:17]2[C:12]=1[NH:11][C:9](=[O:10])[C:8]2=[O:2]. No catalyst specified. The yield is 0.280.